The task is: Predict the reactants needed to synthesize the given product.. This data is from Full USPTO retrosynthesis dataset with 1.9M reactions from patents (1976-2016). (1) Given the product [Cl:1][C:2]1[CH:3]=[CH:4][C:5]([N:8]=[C:9]2[NH:13][C:12](=[O:14])[CH:11]([CH2:15][C:16]3[O:17][C:18]([CH3:21])=[CH:19][CH:20]=3)[S:10]2)=[CH:6][CH:7]=1, predict the reactants needed to synthesize it. The reactants are: [Cl:1][C:2]1[CH:7]=[CH:6][C:5]([N:8]=[C:9]2[NH:13][C:12](=[O:14])[C:11](=[CH:15][C:16]3[O:17][C:18]([CH3:21])=[CH:19][CH:20]=3)[S:10]2)=[CH:4][CH:3]=1.[BH4-].[Na+]. (2) Given the product [F:14][C:15]1[CH:22]=[C:21]([N:23]2[CH2:24][CH2:25][O:26][CH2:27][CH2:28]2)[CH:20]=[CH:19][C:16]=1[CH2:17][N:4]1[CH2:5][CH2:6][N:1]([C:7]([O:9][C:10]([CH3:13])([CH3:12])[CH3:11])=[O:8])[CH2:2][CH2:3]1, predict the reactants needed to synthesize it. The reactants are: [N:1]1([C:7]([O:9][C:10]([CH3:13])([CH3:12])[CH3:11])=[O:8])[CH2:6][CH2:5][NH:4][CH2:3][CH2:2]1.[F:14][C:15]1[CH:22]=[C:21]([N:23]2[CH2:28][CH2:27][O:26][CH2:25][CH2:24]2)[CH:20]=[CH:19][C:16]=1[CH:17]=O.[BH-](OC(C)=O)(OC(C)=O)OC(C)=O.[Na+].